This data is from NCI-60 drug combinations with 297,098 pairs across 59 cell lines. The task is: Regression. Given two drug SMILES strings and cell line genomic features, predict the synergy score measuring deviation from expected non-interaction effect. (1) Drug 1: CCC1=C2CN3C(=CC4=C(C3=O)COC(=O)C4(CC)O)C2=NC5=C1C=C(C=C5)O. Drug 2: CC12CCC3C(C1CCC2O)C(CC4=C3C=CC(=C4)O)CCCCCCCCCS(=O)CCCC(C(F)(F)F)(F)F. Cell line: NCI-H226. Synergy scores: CSS=-7.14, Synergy_ZIP=2.86, Synergy_Bliss=2.15, Synergy_Loewe=-3.71, Synergy_HSA=-3.58. (2) Drug 1: CC12CCC3C(C1CCC2O)C(CC4=C3C=CC(=C4)O)CCCCCCCCCS(=O)CCCC(C(F)(F)F)(F)F. Drug 2: C1C(C(OC1N2C=NC3=C2NC=NCC3O)CO)O. Cell line: HS 578T. Synergy scores: CSS=3.76, Synergy_ZIP=0.744, Synergy_Bliss=3.40, Synergy_Loewe=-0.0490, Synergy_HSA=0.247. (3) Drug 1: CC1=C(C(CCC1)(C)C)C=CC(=CC=CC(=CC(=O)O)C)C. Drug 2: CC1=C(N=C(N=C1N)C(CC(=O)N)NCC(C(=O)N)N)C(=O)NC(C(C2=CN=CN2)OC3C(C(C(C(O3)CO)O)O)OC4C(C(C(C(O4)CO)O)OC(=O)N)O)C(=O)NC(C)C(C(C)C(=O)NC(C(C)O)C(=O)NCCC5=NC(=CS5)C6=NC(=CS6)C(=O)NCCC[S+](C)C)O. Cell line: OVCAR-5. Synergy scores: CSS=19.5, Synergy_ZIP=-5.50, Synergy_Bliss=-2.66, Synergy_Loewe=-17.1, Synergy_HSA=-1.19. (4) Drug 1: CC1C(C(CC(O1)OC2CC(CC3=C2C(=C4C(=C3O)C(=O)C5=C(C4=O)C(=CC=C5)OC)O)(C(=O)C)O)N)O.Cl. Drug 2: C1=CC(=CC=C1CC(C(=O)O)N)N(CCCl)CCCl.Cl. Cell line: OVCAR-8. Synergy scores: CSS=47.0, Synergy_ZIP=1.35, Synergy_Bliss=6.89, Synergy_Loewe=-3.83, Synergy_HSA=6.39. (5) Drug 1: CC1=CC2C(CCC3(C2CCC3(C(=O)C)OC(=O)C)C)C4(C1=CC(=O)CC4)C. Drug 2: C1CNP(=O)(OC1)N(CCCl)CCCl. Cell line: SNB-19. Synergy scores: CSS=-4.20, Synergy_ZIP=4.29, Synergy_Bliss=2.85, Synergy_Loewe=-4.65, Synergy_HSA=-5.35. (6) Drug 1: C1CNP(=O)(OC1)N(CCCl)CCCl. Drug 2: CC1C(C(CC(O1)OC2CC(CC3=C2C(=C4C(=C3O)C(=O)C5=C(C4=O)C(=CC=C5)OC)O)(C(=O)CO)O)N)O.Cl. Cell line: SW-620. Synergy scores: CSS=36.9, Synergy_ZIP=-0.690, Synergy_Bliss=-1.45, Synergy_Loewe=-36.2, Synergy_HSA=-0.367.